From a dataset of Reaction yield outcomes from USPTO patents with 853,638 reactions. Predict the reaction yield, written as a fraction of the theoretical maximum amount of product (1.0 means a 100% yield; for example, 0.34 means a 34% yield). (1) The reactants are [C:1](Cl)(=[O:8])[CH2:2][CH2:3][CH2:4][CH2:5][CH2:6][CH3:7].[Cl:10][CH2:11][CH2:12][CH2:13][N:14]1[C:18]2[CH:19]=[CH:20][CH:21]=[CH:22][C:17]=2[N:16]([CH2:23][OH:24])[C:15]1=[O:25].N1C=CC=CC=1. The catalyst is ClCCl. The product is [C:1]([O:24][CH2:23][N:16]1[C:17]2[CH:22]=[CH:21][CH:20]=[CH:19][C:18]=2[N:14]([CH2:13][CH2:12][CH2:11][Cl:10])[C:15]1=[O:25])(=[O:8])[CH2:2][CH2:3][CH2:4][CH2:5][CH2:6][CH3:7]. The yield is 0.920. (2) The reactants are [Br:1][C:2]1[CH:3]=[CH:4][C:5]2[NH:6][C:7]3[C:12]([C:13]=2[CH:14]=1)=[CH:11][C:10]([Br:15])=[CH:9][CH:8]=3.[H-].[Na+].[Br:18][C:19]1[CH:20]=[CH:21][C:22]2[N:23]([CH2:33][CH:34]3[CH2:36][O:35]3)[C:24]3[C:29]([C:30]=2[CH:31]=1)=[CH:28][C:27]([Br:32])=[CH:26][CH:25]=3. The catalyst is CN(C=O)C. The product is [Br:15][C:10]1[CH:9]=[CH:8][C:7]2[N:6]([CH2:36][CH:34]([OH:35])[CH2:33][N:23]3[C:24]4[CH:25]=[CH:26][C:27]([Br:32])=[CH:28][C:29]=4[C:30]4[C:22]3=[CH:21][CH:20]=[C:19]([Br:18])[CH:31]=4)[C:5]3[C:13]([C:12]=2[CH:11]=1)=[CH:14][C:2]([Br:1])=[CH:3][CH:4]=3. The yield is 0.340.